Task: Predict the reactants needed to synthesize the given product.. Dataset: Full USPTO retrosynthesis dataset with 1.9M reactions from patents (1976-2016) Given the product [Br:1][C:2]1[CH:11]=[C:10]2[C:5]([C:6]([NH:12][C:13]3[CH:18]=[CH:17][C:16]([F:19])=[C:15]([Cl:20])[CH:14]=3)=[N:7][CH:8]=[N:9]2)=[CH:4][C:3]=1[NH2:21], predict the reactants needed to synthesize it. The reactants are: [Br:1][C:2]1[CH:11]=[C:10]2[C:5]([C:6]([NH:12][C:13]3[CH:18]=[CH:17][C:16]([F:19])=[C:15]([Cl:20])[CH:14]=3)=[N:7][CH:8]=[N:9]2)=[CH:4][C:3]=1[N+:21]([O-])=O.